This data is from Reaction yield outcomes from USPTO patents with 853,638 reactions. The task is: Predict the reaction yield, written as a fraction of the theoretical maximum amount of product (1.0 means a 100% yield; for example, 0.34 means a 34% yield). (1) The reactants are [NH2:1][C:2]1[CH:3]=[CH:4][C:5]([Cl:24])=[C:6]([CH:23]=1)[O:7][C:8]1[CH:9]=[CH:10][C:11]2[N:12]([CH:14]=[C:15]([NH:17][C:18]([CH:20]3[CH2:22][CH2:21]3)=[O:19])[N:16]=2)[N:13]=1.[CH3:25][N:26]1[C:30]([C:31](Cl)=[O:32])=[CH:29][C:28]([CH3:34])=[N:27]1.C(N(CC)CC)C. The catalyst is O1CCCC1. The product is [Cl:24][C:5]1[CH:4]=[CH:3][C:2]([NH:1][C:31]([C:30]2[N:26]([CH3:25])[N:27]=[C:28]([CH3:34])[CH:29]=2)=[O:32])=[CH:23][C:6]=1[O:7][C:8]1[CH:9]=[CH:10][C:11]2[N:12]([CH:14]=[C:15]([NH:17][C:18]([CH:20]3[CH2:21][CH2:22]3)=[O:19])[N:16]=2)[N:13]=1. The yield is 0.920. (2) The reactants are [Cl:1][C:2]1[CH:7]=[C:6](Cl)[CH:5]=[C:4]([Cl:9])[N:3]=1.[CH3:10][NH2:11]. The catalyst is C(O)C. The product is [Cl:1][C:2]1[CH:7]=[C:6]([NH:11][CH3:10])[CH:5]=[C:4]([Cl:9])[N:3]=1. The yield is 0.610. (3) The reactants are [F:1][C:2]([F:21])([F:20])[C:3]1[CH:8]=[CH:7][C:6]([C:9]2[CH:10]=[C:11]3[C:16](=[CH:17][CH:18]=2)[NH:15][C:14](=[O:19])[CH2:13][CH2:12]3)=[CH:5][CH:4]=1.[OH-].[Na+].[C:24]([O:28][CH2:29][CH3:30])(=[O:27])[CH:25]=[CH2:26]. The catalyst is O1CCCC1.CN(C)C=O. The product is [O:19]=[C:14]1[CH2:13][CH2:12][C:11]2[C:16](=[CH:17][CH:18]=[C:9]([C:6]3[CH:5]=[CH:4][C:3]([C:2]([F:1])([F:20])[F:21])=[CH:8][CH:7]=3)[CH:10]=2)[N:15]1[CH2:26][CH2:25][C:24]([O:28][CH2:29][CH3:30])=[O:27]. The yield is 0.580. (4) The reactants are C1(P(C2C=CC=CC=2)C2C=CC=CC=2)C=CC=CC=1.[N:20]([CH2:23][CH2:24][CH2:25][C:26]1[S:27][CH:28]=[C:29]([C:31]2[CH:36]=[CH:35][CH:34]=[CH:33][CH:32]=2)[N:30]=1)=[N+]=[N-]. The catalyst is C1COCC1.O. The product is [C:31]1([C:29]2[N:30]=[C:26]([CH2:25][CH2:24][CH2:23][NH2:20])[S:27][CH:28]=2)[CH:32]=[CH:33][CH:34]=[CH:35][CH:36]=1. The yield is 0.890. (5) The reactants are [CH3:1][N:2]1[C:6]([C:7]([OH:9])=O)=[CH:5][CH:4]=[N:3]1.O1CCCC1.S(Cl)(Cl)=O.[NH2:19][C:20]1[CH:21]=[C:22]([CH:39]=[CH:40][C:41]=1[F:42])[O:23][C:24]1[CH:25]=[CH:26][C:27]2[N:28]([N:30]=[C:31]([NH:33][C:34]([CH:36]3[CH2:38][CH2:37]3)=[O:35])[N:32]=2)[CH:29]=1. The catalyst is CN(C)C=O.CN(C)C(=O)C. The product is [CH:36]1([C:34]([NH:33][C:31]2[N:32]=[C:27]3[CH:26]=[CH:25][C:24]([O:23][C:22]4[CH:39]=[CH:40][C:41]([F:42])=[C:20]([NH:19][C:7]([C:6]5[N:2]([CH3:1])[N:3]=[CH:4][CH:5]=5)=[O:9])[CH:21]=4)=[CH:29][N:28]3[N:30]=2)=[O:35])[CH2:37][CH2:38]1. The yield is 0.670. (6) The reactants are [Cl:1][C:2]1[NH:10][C:9]2[C:8](=[O:11])[N:7]([CH2:12][CH2:13][CH2:14][CH2:15][C:16]([O:18]CC)=[O:17])[C:6](=[O:21])[N:5]([CH2:22][CH3:23])[C:4]=2[N:3]=1.O.[OH-].[Li+]. The catalyst is CO. The product is [Cl:1][C:2]1[NH:10][C:9]2[C:8](=[O:11])[N:7]([CH2:12][CH2:13][CH2:14][CH2:15][C:16]([OH:18])=[O:17])[C:6](=[O:21])[N:5]([CH2:22][CH3:23])[C:4]=2[N:3]=1. The yield is 0.950. (7) The reactants are [Br:1][C:2]1[C:14]([F:15])=[CH:13][C:12]([C:16](=[O:18])[NH2:17])=[C:11]2[C:3]=1[C:4]1[CH:5]=[CH:6][C:7](C(OCC)=O)=[CH:8][C:9]=1[NH:10]2.[CH3:24][Li].CC[O:28][CH2:29][CH3:30].[NH4+].[Cl-]. The catalyst is C1COCC1.CCOC(C)=O. The product is [Br:1][C:2]1[C:3]2[C:4]3[C:9](=[CH:8][C:7]([C:29]([OH:28])([CH3:30])[CH3:24])=[CH:6][CH:5]=3)[NH:10][C:11]=2[C:12]([C:16]([NH2:17])=[O:18])=[CH:13][C:14]=1[F:15]. The yield is 0.500. (8) The reactants are I[C:2]1[N:11]=[CH:10][C:9]2[CH2:8][CH2:7][C:6]3[C:12]([C:16]([NH2:18])=[O:17])=[N:13][N:14]([CH3:15])[C:5]=3[C:4]=2[N:3]=1.[CH3:19][N:20]1[CH2:25][CH2:24][CH:23]([NH2:26])[CH2:22][CH2:21]1. No catalyst specified. The product is [CH3:15][N:14]1[C:5]2[C:4]3[N:3]=[C:2]([NH:26][CH:23]4[CH2:24][CH2:25][N:20]([CH3:19])[CH2:21][CH2:22]4)[N:11]=[CH:10][C:9]=3[CH2:8][CH2:7][C:6]=2[C:12]([C:16]([NH2:18])=[O:17])=[N:13]1. The yield is 0.500. (9) The reactants are [F:1][C:2]([F:27])([F:26])[C:3]1[CH:4]=[C:5]([NH:13][C:14](SC)=[C:15]([S:18]([CH:21]([CH3:23])[CH3:22])(=[O:20])=[O:19])[C:16]#[N:17])[CH:6]=[C:7]([C:9]([F:12])([F:11])[F:10])[CH:8]=1.[CH:28]1([NH2:32])[CH2:31][CH2:30][CH2:29]1. No catalyst specified. The product is [F:11][C:9]([F:12])([F:10])[C:7]1[CH:6]=[C:5]([NH:13][C:14]([NH:32][CH:28]2[CH2:31][CH2:30][CH2:29]2)=[C:15]([S:18]([CH:21]([CH3:23])[CH3:22])(=[O:20])=[O:19])[C:16]#[N:17])[CH:4]=[C:3]([C:2]([F:26])([F:1])[F:27])[CH:8]=1. The yield is 0.890. (10) The reactants are Cl.[CH3:2][O:3][C:4](=[O:24])[CH2:5][C@H:6]1[CH2:11][CH2:10][C@H:9]([C:12]2[CH:17]=[CH:16][C:15]([NH:18][C:19](=[O:23])[CH2:20][CH2:21][NH2:22])=[CH:14][CH:13]=2)[CH2:8][CH2:7]1.CCN=C=NCCCN(C)C.[C:36]1([C:45]2[CH:50]=[CH:49][CH:48]=[CH:47][CH:46]=2)[CH:41]=[CH:40][C:39]([C:42](O)=[O:43])=[CH:38][CH:37]=1.C1C=CC2N(O)N=NC=2C=1.C(N(C(C)C)C(C)C)C.C([O-])(O)=O.[Na+]. The catalyst is ClCCl. The product is [CH3:2][O:3][C:4](=[O:24])[CH2:5][C@H:6]1[CH2:7][CH2:8][C@H:9]([C:12]2[CH:13]=[CH:14][C:15]([NH:18][C:19](=[O:23])[CH2:20][CH2:21][NH:22][C:42]([C:39]3[CH:40]=[CH:41][C:36]([C:45]4[CH:46]=[CH:47][CH:48]=[CH:49][CH:50]=4)=[CH:37][CH:38]=3)=[O:43])=[CH:16][CH:17]=2)[CH2:10][CH2:11]1. The yield is 0.910.